Regression. Given a target protein amino acid sequence and a drug SMILES string, predict the binding affinity score between them. We predict pIC50 (pIC50 = -log10(IC50 in M); higher means more potent). Dataset: bindingdb_ic50. From a dataset of Drug-target binding data from BindingDB using IC50 measurements. (1) The drug is CC[C@H](C)[C@H]([NH3+])C(=O)OC[C@H]1O[C@@H](CCn2cnc3c(N)ncnc32)[C@H](O)[C@@H]1O. The target protein (P41252) has sequence MLQQVPENINFPAEEEKILEFWTEFNCFQECLKQSKHKPKFTFYDGPPFATGLPHYGHILAGTIKDIVTRYAHQSGFHVDRRFGWDCHGLPVEYEIDKTLGIRGPEDVAKMGITEYNNQCRAIVMRYSAEWKSTVSRLGRWIDFDNDYKTLYPQFMESVWWVFKQLYDKGLVYRGVKVMPFSTACNTPLSNFESHQNYKDVQDPSVFVTFPLEEDETVSLVAWTTTPWTLPSNLAVCVNPEMQYVKIKDVARGRLLILMEARLSALYKLESDYEILERFPGAYLKGKKYRPLFDYFLKCKENGAFTVLVDNYVKEEEGTGVVHQAPYFGAEDYRVCMDFNIIRKDSLPVCPVDASGCFTTEVTDFAGQYVKDADKSIIRTLKEQGRLLVATTFTHSYPFCWRSDTPLIYKAVPSWFVRVENMVDQLLRNNDLCYWVPELVREKRFGNWLKDARDWTISRNRYWGTPIPLWVSDDFEEVVCIGSVAELEELSGAKISDLHR.... The pIC50 is 3.9. (2) The drug is NC(=O)c1ccc(Oc2ccc(C(N)=O)cc2)cc1. The target protein sequence is IEWQYNDNNTSHCFNKMTNLKLEDARREKKKTVDVKINHRHYTVNLNTYTATDTKGHSLSVQRLTKSKVDIPAHWSDMKQQNFCVVELLPSDPEYNTVASKFNQTCSHFRIEKIERIQNPDLWNSLQAKKKTMDAKNGQTMNEKQLFHGTDAGSVPHVNRNGFNRSYAGKNAVAYGKGTYFAVNANYSANDTYSRPDANGRKHVYYVRVLTGIYTHGNHSLIVPPSKNPQNPTDLYDTVTDNVHHPSLFVAFYDYQAYPEYLITFRK. The pIC50 is 5.8. (3) The compound is O=C(Nc1nc2ccc(Br)cc2s1)c1cc(Br)ccc1O. The target protein (Q6GG09) has sequence MRKTKIVCTIGPASESEEMIEKLINAGMNVARLNFSHGSHEEHKGRIDTIRKVAKRLDKIVAILLDTKGPEIRTHNMKDGIIELERGNEVIVSMNEVEGTPEKFSVTYENLINDVQVGSYILLDDGLIELQVKDIDHAKKEVKCDILNSGELKNKKGVNLPGVRVSLPGITEKDAEDIRFGIKENVDFIAASFVRRPSDVLEIREILEEQKANISVFPKIENQEGIDNIEEILEVSDGLMVARGDMGVEIPPEKVPMVQKDLIRQCNKLGKPVITATQMLDSMQRNPRATRAEASDVANAIYDGTDAVMLSGETAAGLYPEEAVKTMRNIAVSAEAAQDYKKLLSDRTKLVETSLVNAIGISVAHTALNLNVKAIVAATESGSTARTISKYRPHSDIIAVTPSEETARQCSIVWGVQPVVKKGRKSTDALLNNAVATAVETGRVTNGDLIIITAGVPTGETGTTNMMKIHLVGDEIANGQGIGRGSVVGTTLVAETVKDL.... The pIC50 is 8.5.